From a dataset of Forward reaction prediction with 1.9M reactions from USPTO patents (1976-2016). Predict the product of the given reaction. (1) Given the reactants Br[C:2]1[CH:7]=[CH:6][C:5]([CH:8]([C:19]2[CH:24]=[CH:23][CH:22]=[CH:21][C:20]=2[CH3:25])[CH2:9][C:10]([C:12]2[CH:17]=[CH:16][N:15]=[C:14]([CH3:18])[CH:13]=2)=[O:11])=[CH:4][CH:3]=1.[Cl-].[NH4+].[C:28]([O:32][CH3:33])(=[O:31])[CH:29]=[CH2:30], predict the reaction product. The product is: [CH3:33][O:32][C:28](=[O:31])[CH:29]=[CH:30][C:2]1[CH:7]=[CH:6][C:5]([CH:8]([C:19]2[CH:24]=[CH:23][CH:22]=[CH:21][C:20]=2[CH3:25])[CH2:9][C:10]([C:12]2[CH:17]=[CH:16][N:15]=[C:14]([CH3:18])[CH:13]=2)=[O:11])=[CH:4][CH:3]=1. (2) Given the reactants [Cl:1][C:2]1[N:3]=[C:4](Cl)[C:5]2[S:10][CH:9]=[CH:8][C:6]=2[N:7]=1.C([O-])(O)=O.[Na+], predict the reaction product. The product is: [Cl:1][C:2]1[N:3]=[CH:4][C:5]2[S:10][CH:9]=[CH:8][C:6]=2[N:7]=1. (3) Given the reactants [OH:1][C@H:2]1[CH2:6][N:5]([C:7]([O:9][C:10]([CH3:13])([CH3:12])[CH3:11])=[O:8])[C@H:4]([CH2:14][OH:15])[CH2:3]1.CC(OI1(OC(C)=O)(OC(C)=O)OC(=O)C2C=CC=CC1=2)=O, predict the reaction product. The product is: [CH:14]([C@@H:4]1[CH2:3][C@@H:2]([OH:1])[CH2:6][N:5]1[C:7]([O:9][C:10]([CH3:13])([CH3:12])[CH3:11])=[O:8])=[O:15]. (4) The product is: [F:34][C:35]1[CH:40]=[CH:39][CH:38]=[C:37]([F:41])[C:36]=1[C:2]1[CH:3]=[CH:4][C:5]2[N:6]([C:8]([NH:11][C:12]3[CH:13]=[N:14][CH:15]=[CH:16][C:17]=3[N:18]3[CH2:23][C@H:22]([CH3:24])[CH2:21][C@H:20]([NH:25][C:26](=[O:32])[O:27][C:28]([CH3:31])([CH3:29])[CH3:30])[CH2:19]3)=[N:9][N:10]=2)[N:7]=1. Given the reactants Cl[C:2]1[CH:3]=[CH:4][C:5]2[N:6]([C:8]([NH:11][C:12]3[CH:13]=[N:14][CH:15]=[CH:16][C:17]=3[N:18]3[CH2:23][C@H:22]([CH3:24])[CH2:21][C@H:20]([NH:25][C:26](=[O:32])[O:27][C:28]([CH3:31])([CH3:30])[CH3:29])[CH2:19]3)=[N:9][N:10]=2)[N:7]=1.[Br-].[F:34][C:35]1[CH:40]=[CH:39][CH:38]=[C:37]([F:41])[C:36]=1[Zn+], predict the reaction product. (5) The product is: [CH3:19][O:18][C:14]1[CH:15]=[C:16]2[C:11](=[C:12]3[CH2:22][C:21]([CH3:24])([CH3:23])[O:20][C:13]=13)[C:10]([C:25]1[CH:30]=[CH:29][CH:28]=[CH:27][CH:26]=1)=[N:9][CH:8]([CH2:7][OH:6])[CH2:17]2. Given the reactants [OH-].[Na+].C([O:6][CH2:7][CH:8]1[CH2:17][C:16]2[C:11](=[C:12]3[CH2:22][C:21]([CH3:24])([CH3:23])[O:20][C:13]3=[C:14]([O:18][CH3:19])[CH:15]=2)[C:10]([C:25]2[CH:30]=[CH:29][CH:28]=[CH:27][CH:26]=2)=[N:9]1)(=O)C.O, predict the reaction product. (6) Given the reactants [C:1]([C:3]1[C:4]([NH:22][CH2:23][CH:24]2[CH2:30][CH:29]3[N:31](C(OC(C)(C)C)=O)[CH:26]([CH2:27][CH2:28]3)[CH2:25]2)=[N:5][C:6]([NH:9][CH2:10][C:11]2[CH:16]=[CH:15][CH:14]=[CH:13][C:12]=2[O:17][C:18]([F:21])([F:20])[F:19])=[N:7][CH:8]=1)#[N:2].O1CCOCC1.[ClH:45], predict the reaction product. The product is: [ClH:45].[ClH:45].[CH:29]12[NH:31][CH:26]([CH2:27][CH2:28]1)[CH2:25][CH:24]([CH2:23][NH:22][C:4]1[C:3]([C:1]#[N:2])=[CH:8][N:7]=[C:6]([NH:9][CH2:10][C:11]3[CH:16]=[CH:15][CH:14]=[CH:13][C:12]=3[O:17][C:18]([F:19])([F:20])[F:21])[N:5]=1)[CH2:30]2. (7) Given the reactants [NH2:1][C:2]1[C:3]([Cl:9])=[N:4][CH:5]=[N:6][C:7]=1[Cl:8].[H-].[Na+].[CH3:12]I, predict the reaction product. The product is: [Cl:9][C:3]1[C:2]([NH:1][CH3:12])=[C:7]([Cl:8])[N:6]=[CH:5][N:4]=1. (8) The product is: [NH2:2][CH2:1][C:3]1[CH:4]=[C:5]([CH:13]=[C:14]([F:16])[CH:15]=1)[C:6]([O:8][C:9]([CH3:12])([CH3:11])[CH3:10])=[O:7]. Given the reactants [C:1]([C:3]1[CH:4]=[C:5]([CH:13]=[C:14]([F:16])[CH:15]=1)[C:6]([O:8][C:9]([CH3:12])([CH3:11])[CH3:10])=[O:7])#[N:2].CO.O.[BH4-].[Na+], predict the reaction product.